From a dataset of Full USPTO retrosynthesis dataset with 1.9M reactions from patents (1976-2016). Predict the reactants needed to synthesize the given product. (1) Given the product [CH3:14][O:13][N:12]([CH3:11])[C:7]([C:6]1[C:2]([CH3:1])=[N:3][O:4][CH:5]=1)=[O:9], predict the reactants needed to synthesize it. The reactants are: [CH3:1][C:2]1[C:6]([C:7]([OH:9])=O)=[CH:5][O:4][N:3]=1.Cl.[CH3:11][NH:12][O:13][CH3:14].CN(C(ON1N=NC2C=CC=NC1=2)=[N+](C)C)C.F[P-](F)(F)(F)(F)F.CCN(C(C)C)C(C)C. (2) Given the product [CH:22]([N:25]([CH2:34][C@@H:35]([OH:45])[C@@H:36]([NH:44][C:19](=[O:21])[C@H:14]([CH2:15][C:16](=[O:18])[NH2:17])[NH:13][C:1](=[O:12])[C:2]1[CH:11]=[CH:10][C:9]2[C:4](=[CH:5][CH:6]=[CH:7][CH:8]=2)[N:3]=1)[CH2:37][C:38]1[CH:39]=[CH:40][CH:41]=[CH:42][CH:43]=1)[NH:26][C:27]([O:29][C:30]([CH3:33])([CH3:31])[CH3:32])=[O:28])([CH3:24])[CH3:23], predict the reactants needed to synthesize it. The reactants are: [C:1]([NH:13][C@H:14]([C:19]([OH:21])=O)[CH2:15][C:16](=[O:18])[NH2:17])(=[O:12])[C:2]1[CH:11]=[CH:10][C:9]2[C:4](=[CH:5][CH:6]=[CH:7][CH:8]=2)[N:3]=1.[CH:22]([N:25]([CH2:34][C@@H:35]([OH:45])[C@@H:36]([NH2:44])[CH2:37][C:38]1[CH:43]=[CH:42][CH:41]=[CH:40][CH:39]=1)[NH:26][C:27]([O:29][C:30]([CH3:33])([CH3:32])[CH3:31])=[O:28])([CH3:24])[CH3:23].F[P-](F)(F)(F)(F)F.[PH4+].ON1C2C=CC=CC=2N=N1.C(N(CC)C(C)C)(C)C. (3) Given the product [O:10]1[C:11]2[CH:17]=[CH:16][CH:15]=[CH:14][C:12]=2[N:13]=[C:9]1[C:6]1[CH:7]=[CH:8][C:3]([CH2:2][C:22]#[N:23])=[C:4]([O:18][CH2:19][O:20][CH3:21])[CH:5]=1, predict the reactants needed to synthesize it. The reactants are: Br[CH2:2][C:3]1[CH:8]=[CH:7][C:6]([C:9]2[O:10][C:11]3[CH:17]=[CH:16][CH:15]=[CH:14][C:12]=3[N:13]=2)=[CH:5][C:4]=1[O:18][CH2:19][O:20][CH3:21].[C-:22]#[N:23].[Na+].CCOC(C)=O. (4) Given the product [CH2:1]([O:3][C:4](=[O:13])[CH2:5][C:17]1[CH:18]=[CH:19][CH:20]=[C:15]([Cl:14])[N:16]=1)[CH3:2], predict the reactants needed to synthesize it. The reactants are: [CH2:1]([O:3][C:4](=[O:13])[CH2:5]C1C=CN=C(Cl)C=1)[CH3:2].[Cl:14][C:15]1[CH:20]=[C:19](C)[CH:18]=[CH:17][N:16]=1. (5) Given the product [F:26][C:25]1[C:24]([C:27]2[CH:32]=[CH:31][CH:30]=[CH:29][CH:28]=2)=[C:23]([CH3:33])[C:22]([C:34]#[N:35])=[C:20]2[C:19]=1[O:18][C:17]([N:1]1[CH2:6][CH2:5][O:4][CH2:3][CH2:2]1)=[N:21]2, predict the reactants needed to synthesize it. The reactants are: [NH:1]1[CH2:6][CH2:5][O:4][CH2:3][CH2:2]1.C(N(C(C)C)CC)(C)C.Cl[C:17]1[O:18][C:19]2[C:20](=[C:22]([C:34]#[N:35])[C:23]([CH3:33])=[C:24]([C:27]3[CH:32]=[CH:31][CH:30]=[CH:29][CH:28]=3)[C:25]=2[F:26])[N:21]=1.